This data is from Full USPTO retrosynthesis dataset with 1.9M reactions from patents (1976-2016). The task is: Predict the reactants needed to synthesize the given product. (1) Given the product [C:10]([O:14][C:15]([N:17]1[CH2:22][CH2:21][CH2:20][C@H:19]([C:23]2[N:26]=[C:7]([C:4]3[NH:5][CH:6]=[C:2]([F:1])[CH:3]=3)[O:9][N:24]=2)[CH2:18]1)=[O:16])([CH3:13])([CH3:11])[CH3:12], predict the reactants needed to synthesize it. The reactants are: [F:1][C:2]1[CH:3]=[C:4]([C:7]([OH:9])=O)[NH:5][CH:6]=1.[C:10]([O:14][C:15]([N:17]1[CH2:22][CH2:21][CH2:20][C@H:19]([C:23](=[NH:26])[NH:24]O)[CH2:18]1)=[O:16])([CH3:13])([CH3:12])[CH3:11].CCN=C=NCCCN(C)C.Cl.C1C=CC2N(O)N=NC=2C=1. (2) The reactants are: [C:1]([Si:3]([CH3:6])([CH3:5])[CH3:4])#[CH:2].Br[C:8]1[C:13]([OH:14])=[CH:12][CH:11]=[CH:10][N:9]=1.C(N(CC)CC)C. Given the product [CH3:4][Si:3]([CH3:6])([CH3:5])[C:1]1[O:14][C:13]2[C:8](=[N:9][CH:10]=[CH:11][CH:12]=2)[CH:2]=1, predict the reactants needed to synthesize it. (3) Given the product [NH2:88][C@H:85]1[CH2:86][CH2:87][C@H:82]([NH:89][C:2]2[CH:3]=[C:4]([N:19]([CH2:26][C:27]3[CH:32]=[CH:31][C:30]([O:33][CH3:34])=[CH:29][CH:28]=3)[C:20]3[CH:25]=[CH:24][CH:23]=[CH:22][CH:21]=3)[C:5]3[N:6]([C:8]([CH:11]=[CH:12][C:13]4[CH:18]=[CH:17][N:16]=[CH:15][CH:14]=4)=[CH:9][N:10]=3)[N:7]=2)[CH2:83][CH2:84]1, predict the reactants needed to synthesize it. The reactants are: Cl[C:2]1[CH:3]=[C:4]([N:19]([CH2:26][C:27]2[CH:32]=[CH:31][C:30]([O:33][CH3:34])=[CH:29][CH:28]=2)[C:20]2[CH:25]=[CH:24][CH:23]=[CH:22][CH:21]=2)[C:5]2[N:6]([C:8]([CH:11]=[CH:12][C:13]3[CH:18]=[CH:17][N:16]=[CH:15][CH:14]=3)=[CH:9][N:10]=2)[N:7]=1.C(N1CCCC(NC2C=C(N(CC3C=CC(OC)=CC=3)C3C=CC=CC=3)C3N(C(C#N)=CN=3)N=2)C1)C1C=CC=CC=1.CC(C)([O-])C.[Na+].[C@H:82]1([NH2:89])[CH2:87][CH2:86][C@H:85]([NH2:88])[CH2:84][CH2:83]1. (4) Given the product [OH:29][CH2:28][CH2:30][NH:31][CH:2]1[C:10]2[C:5](=[C:6]([C:11]3[S:15][C:14]([C:16]4[CH:17]=[CH:18][C:19]([O:24][CH:25]([CH3:26])[CH3:27])=[C:20]([CH:23]=4)[C:21]#[N:22])=[CH:13][CH:12]=3)[CH:7]=[CH:8][CH:9]=2)[CH2:4][CH2:3]1, predict the reactants needed to synthesize it. The reactants are: O[CH:2]1[C:10]2[C:5](=[C:6]([C:11]3[S:15][C:14]([C:16]4[CH:17]=[CH:18][C:19]([O:24][CH:25]([CH3:27])[CH3:26])=[C:20]([CH:23]=4)[C:21]#[N:22])=[CH:13][CH:12]=3)[CH:7]=[CH:8][CH:9]=2)[CH2:4][CH2:3]1.[CH2:28]([CH2:30][NH2:31])[OH:29]. (5) Given the product [C:15]([O:18][C:19](=[O:20])[NH:13][CH2:12][C@@H:10]1[CH2:11][C@H:9]1[C:4]1[CH:5]=[CH:6][CH:7]=[CH:8][C:3]=1[Br:2])([CH3:17])([CH3:16])[CH3:14], predict the reactants needed to synthesize it. The reactants are: Cl.[Br:2][C:3]1[CH:8]=[CH:7][CH:6]=[CH:5][C:4]=1[C@@H:9]1[CH2:11][C@H:10]1[CH2:12][NH2:13].[CH3:14][C:15]([O:18][C:19](O[C:19]([O:18][C:15]([CH3:17])([CH3:16])[CH3:14])=[O:20])=[O:20])([CH3:17])[CH3:16].[OH-].[Na+].